Dataset: Forward reaction prediction with 1.9M reactions from USPTO patents (1976-2016). Task: Predict the product of the given reaction. (1) Given the reactants [ClH:1].F[C:3]1[CH:12]=[CH:11]C(F)=[C:9]2[C:4]=1[CH2:5][CH2:6][NH:7][CH2:8]2.C(N(C(C)C)CC)(C)C.[Cl:23][CH2:24][C:25](Cl)=[O:26].Cl[CH2:29][Cl:30], predict the reaction product. The product is: [Cl:23][CH2:24][C:25]([N:7]1[CH2:6][CH2:5][C:4]2[C:9](=[C:29]([Cl:30])[CH:11]=[CH:12][C:3]=2[Cl:1])[CH2:8]1)=[O:26]. (2) Given the reactants C1C=CC(P([C:27]2[C:28](C3C(P(C4C=CC=CC=4)C4C=CC=CC=4)=C[CH:31]=[C:30]4[C:25]=3[CH:26]=[CH:27][CH:28]=[CH:29]4)=[C:29]3[C:30]([CH:31]=CC=C3)=[CH:25][CH:26]=2)C2C=CC=CC=2)=CC=1.[CH2:47]([NH:54][CH2:55][CH2:56][OH:57])[C:48]1C=CC=[CH:50][CH:49]=1.C(OC/C=C\COC(=O)C)(=O)C.[F-].[K+], predict the reaction product. The product is: [CH2:31]([N:54]1[CH2:55][CH2:56][O:57][CH:48]([CH:49]=[CH2:50])[CH2:47]1)[C:30]1[CH:25]=[CH:26][CH:27]=[CH:28][CH:29]=1. (3) The product is: [Cl:1][C:2]1[C:10]2[N:9]=[C:8]3[N:11]([C:20]4[C:25]([Cl:26])=[CH:24][C:23]([C:27]([F:30])([F:28])[F:29])=[CH:22][N:21]=4)[CH2:12][CH2:13][N:7]3[C:6]=2[C:5]([CH:14]([CH2:17][CH3:18])[CH2:15][CH3:16])=[CH:4][CH:3]=1. Given the reactants [Cl:1][C:2]1[C:10]2[N:9]=[C:8]3[NH:11][CH2:12][CH2:13][N:7]3[C:6]=2[C:5]([CH:14]([CH2:17][CH3:18])[CH2:15][CH3:16])=[CH:4][CH:3]=1.Br[C:20]1[C:25]([Cl:26])=[CH:24][C:23]([C:27]([F:30])([F:29])[F:28])=[CH:22][N:21]=1.N1C=CC=CC=1C1C=CC=CN=1.C(=O)([O-])[O-].[Cs+].[Cs+], predict the reaction product. (4) Given the reactants [CH2:1]([O:8][C:9]1[CH:14]=[CH:13][C:12]([C:15]2OC(=O)[S:17][N:16]=2)=[CH:11][CH:10]=1)[C:2]1[CH:7]=[CH:6][CH:5]=[CH:4][CH:3]=1.[C:21]([C:23]([O:25][CH2:26][CH3:27])=[O:24])#[N:22], predict the reaction product. The product is: [CH2:26]([O:25][C:23]([C:21]1[S:17][N:16]=[C:15]([C:12]2[CH:11]=[CH:10][C:9]([O:8][CH2:1][C:2]3[CH:7]=[CH:6][CH:5]=[CH:4][CH:3]=3)=[CH:14][CH:13]=2)[N:22]=1)=[O:24])[CH3:27]. (5) Given the reactants O=C1C2[C:5](=[C:6](/[N:11]=[CH:12]/[C:13]3[CH:18]=[CH:17][C:16]([CH:19]4[CH2:23][CH2:22][CH2:21][N:20]4[C:24]([O:26][CH2:27][C:28]4[CH:33]=[CH:32][CH:31]=[CH:30][CH:29]=4)=[O:25])=[CH:15][CH:14]=3)C=CC=2)[CH2:4]O1.[F:34][C:35]1[CH:42]=[CH:41][C:38]([CH:39]=O)=[CH:37][CH:36]=1.[CH3:43][CH2:44][O-:45].[Na+].[C:47]([O:51][CH2:52][CH3:53])(=[O:50])[CH2:48][CH3:49], predict the reaction product. The product is: [CH2:27]([O:26][C:24]([N:20]1[CH2:21][CH2:22][CH2:23][CH:19]1[C:16]1[CH:17]=[CH:18][C:13]([CH:12]2[CH:39]([C:38]3[CH:41]=[CH:42][C:35]([F:34])=[CH:36][CH:37]=3)[C:44](=[O:45])[C:43]3[C:48]([C:47]([O:51][CH2:52][CH3:53])=[O:50])=[CH:49][CH:4]=[CH:5][C:6]=3[NH:11]2)=[CH:14][CH:15]=1)=[O:25])[C:28]1[CH:29]=[CH:30][CH:31]=[CH:32][CH:33]=1. (6) Given the reactants [CH3:1][C:2](C)([O-])[CH3:3].[K+].[CH3:7][C:8]1([CH3:15])[CH2:13][CH2:12][CH2:11][CH2:10][C:9]1=[O:14].C(Br)C=C, predict the reaction product. The product is: [CH2:3]([CH:10]1[C:9](=[O:14])[C:8]([CH3:15])([CH3:7])[CH2:13][CH2:12][CH2:11]1)[CH:2]=[CH2:1].